Predict the reaction yield, written as a fraction of the theoretical maximum amount of product (1.0 means a 100% yield; for example, 0.34 means a 34% yield). From a dataset of Reaction yield outcomes from USPTO patents with 853,638 reactions. (1) The reactants are [Br:1][C:2]1[CH:3]=[C:4]([C:11]([NH:13][CH2:14][C:15]2[C:16](=[O:23])[NH:17][C:18]([CH3:22])=[CH:19][C:20]=2[CH3:21])=[O:12])[C:5]2[CH:10]=[N:9][NH:8][C:6]=2[N:7]=1.C([O-])([O-])=O.[K+].[K+].Cl[CH:31]=[C:32]([CH3:34])[CH3:33].O. The catalyst is CN(C=O)C.CO.C(Cl)Cl. The product is [Br:1][C:2]1[CH:3]=[C:4]([C:11]([NH:13][CH2:14][C:15]2[C:16](=[O:23])[NH:17][C:18]([CH3:22])=[CH:19][C:20]=2[CH3:21])=[O:12])[C:5]2[CH:10]=[N:9][N:8]([CH2:33][C:32]([CH3:34])=[CH2:31])[C:6]=2[N:7]=1. The yield is 0.438. (2) The reactants are Cl[C:2]1[CH:7]=[C:6]([Cl:8])[N:5]=[CH:4][N:3]=1.[NH2:9][C:10]1[CH:18]=[CH:17][CH:16]=[C:15]2[C:11]=1[CH:12]=[CH:13][NH:14]2.C(N(CC)C(C)C)(C)C. The catalyst is CN(C)C=O. The product is [Cl:8][C:6]1[N:5]=[CH:4][N:3]=[C:2]([NH:9][C:10]2[CH:18]=[CH:17][CH:16]=[C:15]3[C:11]=2[CH:12]=[CH:13][NH:14]3)[CH:7]=1. The yield is 0.370. (3) The reactants are [CH3:1][O:2][C:3]1[CH:4]=[C:5]([N:12]2[CH2:17][CH2:16][P:15](=[O:19])([CH3:18])[CH2:14][CH2:13]2)[CH:6]=[CH:7][C:8]=1[N+:9]([O-])=O. The catalyst is [Pd].C(O)C. The product is [CH3:1][O:2][C:3]1[CH:4]=[C:5]([N:12]2[CH2:17][CH2:16][P:15]([CH3:18])(=[O:19])[CH2:14][CH2:13]2)[CH:6]=[CH:7][C:8]=1[NH2:9]. The yield is 0.870. (4) The reactants are CN(C=O)C.[Na+].[CH3:7][C:8]1[CH:17]=[C:16]([CH2:18][O:19][C:20]2[CH:25]=[CH:24][C:23]([S:26]([O-:29])(=O)=[O:27])=[CH:22][CH:21]=2)[C:15]2[C:10](=[CH:11][CH:12]=[CH:13][CH:14]=2)[N:9]=1.S(Cl)([Cl:32])=O. The catalyst is C(Cl)Cl. The product is [CH3:7][C:8]1[CH:17]=[C:16]([CH2:18][O:19][C:20]2[CH:25]=[CH:24][C:23]([S:26]([Cl:32])(=[O:29])=[O:27])=[CH:22][CH:21]=2)[C:15]2[C:10](=[CH:11][CH:12]=[CH:13][CH:14]=2)[N:9]=1. The yield is 0.970.